From a dataset of Forward reaction prediction with 1.9M reactions from USPTO patents (1976-2016). Predict the product of the given reaction. (1) The product is: [CH2:12]([O:11][C:10]1[C:9](=[O:19])[N:8]2[CH:20]=[C:21]([CH3:24])[CH:22]=[CH:23][C:7]2=[N:6][C:5]=1[C:3]([NH:25][NH2:26])=[O:4])[C:13]1[CH:18]=[CH:17][CH:16]=[CH:15][CH:14]=1. Given the reactants CO[C:3]([C:5]1[N:6]=[C:7]2[CH:23]=[CH:22][C:21]([CH3:24])=[CH:20][N:8]2[C:9](=[O:19])[C:10]=1[O:11][CH2:12][C:13]1[CH:18]=[CH:17][CH:16]=[CH:15][CH:14]=1)=[O:4].[NH2:25][NH2:26], predict the reaction product. (2) Given the reactants [OH-].COC(NS([N+](CC)(CC)CC)(=O)=O)=O.[C:17]([NH:20][NH:21][C:22]([C:24]1[N:29]=[C:28]([N:30]2[CH2:34][CH2:33][CH2:32][CH:31]2[C:35]2[O:39][N:38]=[C:37]([C:40]3[CH:45]=[CH:44][CH:43]=[CH:42][N:41]=3)[CH:36]=2)[N:27]=[C:26]([NH:46][CH:47]2[CH:51]=[C:50]([CH3:52])[NH:49][N:48]2C(=O)C)[CH:25]=1)=O)(=[O:19])[CH3:18], predict the reaction product. The product is: [CH3:18][C:17]1[O:19][C:22]([C:24]2[N:29]=[C:28]([N:30]3[CH2:34][CH2:33][CH2:32][CH:31]3[C:35]3[O:39][N:38]=[C:37]([C:40]4[CH:45]=[CH:44][CH:43]=[CH:42][N:41]=4)[CH:36]=3)[N:27]=[C:26]([NH:46][C:47]3[CH:51]=[C:50]([CH3:52])[NH:49][N:48]=3)[CH:25]=2)=[N:21][N:20]=1.